Predict the reactants needed to synthesize the given product. From a dataset of Full USPTO retrosynthesis dataset with 1.9M reactions from patents (1976-2016). (1) Given the product [Cl:1][C:2]1[CH:7]=[C:6]([NH2:8])[CH:5]=[C:4]([NH:9][C:16]2[C:20]3[CH:21]=[CH:22][C:23]([F:25])=[CH:24][C:19]=3[O:18][N:17]=2)[CH:3]=1, predict the reactants needed to synthesize it. The reactants are: [Cl:1][C:2]1[CH:3]=[C:4]([NH2:9])[CH:5]=[C:6]([NH2:8])[CH:7]=1.C([Li])CCC.Cl[C:16]1[C:20]2[CH:21]=[CH:22][C:23]([F:25])=[CH:24][C:19]=2[O:18][N:17]=1.O. (2) The reactants are: O=C[C@@H]([C@H]([C@@H]([C@@H](CO)O)O)O)O.C1C=[N+]([C@@H]2O[C@H](COP(OP(OC[C@H]3O[C@@H](N4C5N=CN=C(N)C=5N=C4)[C@H](OP(O)(O)=O)[C@@H]3O)(O)=O)(O)=O)[C@@H](O)[C@H]2O)C=C(C(N)=O)C=1.[Cl:61][CH2:62][C:63](=[O:70])[CH2:64][C:65]([O:67][CH2:68][CH3:69])=[O:66].[OH-].[Na+]. Given the product [Cl:61][CH2:62][C@@H:63]([OH:70])[CH2:64][C:65]([O:67][CH2:68][CH3:69])=[O:66], predict the reactants needed to synthesize it. (3) Given the product [CH3:13][C:14]1([CH3:30])[CH2:23][C:22]([CH3:24])([CH3:25])[C:21]2[C:16](=[CH:17][CH:18]=[C:19]([CH:26]([CH2:31][CH2:32][CH2:33][CH2:34][CH3:35])[C:27]([OH:29])=[O:28])[CH:20]=2)[O:15]1, predict the reactants needed to synthesize it. The reactants are: C(NC(C)C)(C)C.C([Li])CCC.[CH3:13][C:14]1([CH3:30])[CH2:23][C:22]([CH3:25])([CH3:24])[C:21]2[C:16](=[CH:17][CH:18]=[C:19]([CH2:26][C:27]([OH:29])=[O:28])[CH:20]=2)[O:15]1.[CH2:31](I)[CH2:32][CH2:33][CH2:34][CH3:35]. (4) Given the product [CH3:1][O:2][C:3]([C:5]1[CH2:9][C@@H:8]([CH3:10])[CH2:7][C:6]=1[C:25]1[CH:24]=[C:23]([O:22][CH2:21][O:20][CH3:19])[CH:28]=[CH:27][C:26]=1[O:29][CH2:30][O:31][CH3:32])=[O:4], predict the reactants needed to synthesize it. The reactants are: [CH3:1][O:2][C:3]([C:5]1[CH2:9][C@@H:8]([CH3:10])[CH2:7][C:6]=1OS(C(F)(F)F)(=O)=O)=[O:4].[CH3:19][O:20][CH2:21][O:22][C:23]1[CH:28]=[CH:27][C:26]([O:29][CH2:30][O:31][CH3:32])=[CH:25][C:24]=1B(O)O.[Li+].[Cl-]. (5) Given the product [CH:9]1([CH2:15][C@H:16]([N:20]2[C:24](=[O:25])[C@H:23]([CH2:26][CH:27]3[CH2:28][CH2:29][CH2:30][CH2:31][CH2:32]3)[NH:22][C:21]2=[O:33])[C:17]([NH:1][C:2]2[CH:7]=[CH:6][C:5]([CH3:8])=[CH:4][N:3]=2)=[O:18])[CH2:10][CH2:11][CH2:12][CH2:13][CH2:14]1, predict the reactants needed to synthesize it. The reactants are: [NH2:1][C:2]1[CH:7]=[CH:6][C:5]([CH3:8])=[CH:4][N:3]=1.[CH:9]1([CH2:15][C@H:16]([N:20]2[C:24](=[O:25])[C@H:23]([CH2:26][CH:27]3[CH2:32][CH2:31][CH2:30][CH2:29][CH2:28]3)[NH:22][C:21]2=[O:33])[C:17](O)=[O:18])[CH2:14][CH2:13][CH2:12][CH2:11][CH2:10]1. (6) Given the product [CH3:1][C:2]1[N:3]2[C:4]([C:16](=[O:17])[NH:15][CH:14]=[N:13]2)=[C:5]([C:7]2[CH:8]=[N:9][N:10]([CH3:12])[CH:11]=2)[N:6]=1, predict the reactants needed to synthesize it. The reactants are: [CH3:1][C:2]1[N:3]([NH:13][CH:14]=[NH:15])[CH:4]=[C:5]([C:7]2[CH:8]=[N:9][N:10]([CH3:12])[CH:11]=2)[N:6]=1.[C:16](N1C=CN=C1)(N1C=CN=C1)=[O:17]. (7) Given the product [CH3:13][C:12]([O:11][C:9]([N:16]([C:9]([O:11][C:12]([CH3:13])([CH3:14])[CH3:15])=[O:10])[C:17]1[N:18]([C:27]([O:29][C:30]([CH3:33])([CH3:32])[CH3:31])=[O:28])[CH:19]=[C:20]([CH:22]([O:23][CH3:24])[O:25][CH3:26])[N:21]=1)=[O:10])([CH3:15])[CH3:14], predict the reactants needed to synthesize it. The reactants are: [C:9](O[C:9]([O:11][C:12]([CH3:15])([CH3:14])[CH3:13])=[O:10])([O:11][C:12]([CH3:15])([CH3:14])[CH3:13])=[O:10].[NH2:16][C:17]1[N:18]([C:27]([O:29][C:30]([CH3:33])([CH3:32])[CH3:31])=[O:28])[CH:19]=[C:20]([CH:22]([O:25][CH3:26])[O:23][CH3:24])[N:21]=1.